The task is: Regression. Given two drug SMILES strings and cell line genomic features, predict the synergy score measuring deviation from expected non-interaction effect.. This data is from NCI-60 drug combinations with 297,098 pairs across 59 cell lines. Drug 1: C1=NNC2=C1C(=O)NC=N2. Drug 2: B(C(CC(C)C)NC(=O)C(CC1=CC=CC=C1)NC(=O)C2=NC=CN=C2)(O)O. Cell line: TK-10. Synergy scores: CSS=55.5, Synergy_ZIP=0.488, Synergy_Bliss=1.27, Synergy_Loewe=-57.4, Synergy_HSA=-0.380.